From a dataset of Catalyst prediction with 721,799 reactions and 888 catalyst types from USPTO. Predict which catalyst facilitates the given reaction. (1) Reactant: [Cl:1][C:2]1[CH:3]=[C:4]([C:12]2[O:16][N:15]=[C:14]([C:17]3[CH:34]=[CH:33][C:20]4[CH2:21][CH2:22][N:23](C(OC(C)(C)C)=O)[CH2:24][CH2:25][C:19]=4[CH:18]=3)[N:13]=2)[CH:5]=[CH:6][C:7]=1[O:8][CH:9]([CH3:11])[CH3:10]. Product: [ClH:1].[Cl:1][C:2]1[CH:3]=[C:4]([C:12]2[O:16][N:15]=[C:14]([C:17]3[CH:34]=[CH:33][C:20]4[CH2:21][CH2:22][NH:23][CH2:24][CH2:25][C:19]=4[CH:18]=3)[N:13]=2)[CH:5]=[CH:6][C:7]=1[O:8][CH:9]([CH3:11])[CH3:10]. The catalyst class is: 89. (2) Reactant: [N:1]1[CH:6]=[CH:5][CH:4]=[C:3]([C:7]2[CH:11]=[C:10]([C:12]([F:15])([F:14])[F:13])[N:9]([C:16]3[CH:23]=[CH:22][C:19]([CH2:20][NH2:21])=[CH:18][CH:17]=3)[N:8]=2)[CH:2]=1.Cl.[C:25](Cl)(=[O:32])[C:26]1[CH:31]=[CH:30][CH:29]=[N:28][CH:27]=1.C(N(CC)CC)C. Product: [N:1]1[CH:6]=[CH:5][CH:4]=[C:3]([C:7]2[CH:11]=[C:10]([C:12]([F:13])([F:15])[F:14])[N:9]([C:16]3[CH:23]=[CH:22][C:19]([CH2:20][NH:21][C:25](=[O:32])[C:26]4[CH:31]=[CH:30][CH:29]=[N:28][CH:27]=4)=[CH:18][CH:17]=3)[N:8]=2)[CH:2]=1. The catalyst class is: 96. (3) Reactant: C(N(CC)CC)C.[CH3:8][S:9]([CH2:12][C:13]([N:15]1[CH2:44][C:17]2([C:25]3[C:20](=[CH:21][C:22]([C:26]4[CH2:30][C:29]([C:35]5[CH:40]=[C:39]([Cl:41])[C:38]([Cl:42])=[C:37]([Cl:43])[CH:36]=5)([C:31]([F:34])([F:33])[F:32])[NH:28][N:27]=4)=[CH:23][CH:24]=3)[CH2:19][O:18]2)[CH2:16]1)=[O:14])(=[O:11])=[O:10].[C:45](O[C:45]([O:47][C:48]([CH3:51])([CH3:50])[CH3:49])=[O:46])([O:47][C:48]([CH3:51])([CH3:50])[CH3:49])=[O:46]. Product: [CH3:8][S:9]([CH2:12][C:13]([N:15]1[CH2:16][C:17]2([C:25]3[C:20](=[CH:21][C:22]([C:26]4[CH2:30][C:29]([C:35]5[CH:36]=[C:37]([Cl:43])[C:38]([Cl:42])=[C:39]([Cl:41])[CH:40]=5)([C:31]([F:33])([F:34])[F:32])[N:28]([C:45]([O:47][C:48]([CH3:51])([CH3:50])[CH3:49])=[O:46])[N:27]=4)=[CH:23][CH:24]=3)[CH2:19][O:18]2)[CH2:44]1)=[O:14])(=[O:10])=[O:11]. The catalyst class is: 64. (4) Reactant: [C:1]([NH:11][C@H:12]([C:17]([OH:19])=O)[CH2:13][CH:14]([CH3:16])[CH3:15])([O:3][CH2:4][C:5]1[CH:10]=[CH:9][CH:8]=[CH:7][CH:6]=1)=[O:2].Br.[NH2:21][C@H:22]1[CH2:27][CH2:26][O:25][C:23]1=[O:24].C1C=CC2N(O)N=NC=2C=1.Cl.CN(C)CCCN=C=NCC.C(N(CC)C(C)C)(C)C. Product: [CH2:4]([O:3][C:1]([NH:11][C@H:12]([C:17]([NH:21][C@H:22]1[CH2:27][CH2:26][O:25][C:23]1=[O:24])=[O:19])[CH2:13][CH:14]([CH3:15])[CH3:16])=[O:2])[C:5]1[CH:6]=[CH:7][CH:8]=[CH:9][CH:10]=1. The catalyst class is: 248. (5) Reactant: [CH3:1][C:2]1[CH:3]=[C:4]([C@H:8]2[C@@H:12]([C:13]3[CH:18]=[CH:17][CH:16]=[C:15]([CH3:19])[CH:14]=3)[NH:11][C:10](=[S:20])[NH:9]2)[CH:5]=[CH:6][CH:7]=1.[CH3:21][I:22]. The catalyst class is: 14. Product: [IH:22].[CH3:19][C:15]1[CH:14]=[C:13]([C@H:12]2[C@@H:8]([C:4]3[CH:5]=[CH:6][CH:7]=[C:2]([CH3:1])[CH:3]=3)[NH:9][C:10]([S:20][CH3:21])=[N:11]2)[CH:18]=[CH:17][CH:16]=1. (6) Reactant: Cl.[CH3:2][O:3][C:4](=[O:17])[C@@H:5]([CH2:7][C:8]1[C:16]2[C:11](=[CH:12][CH:13]=[CH:14][CH:15]=2)[NH:10][CH:9]=1)[NH2:6].[CH:18]1[C:23]([CH:24]=O)=[CH:22][C:21]2[O:26][CH2:27][O:28][C:20]=2[CH:19]=1.C(=O)(O)[O-].[Na+]. Product: [CH3:2][O:3][C:4]([C@@H:5]1[NH:6][C@H:24]([C:23]2[CH:18]=[CH:19][C:20]3[O:28][CH2:27][O:26][C:21]=3[CH:22]=2)[C:9]2[NH:10][C:11]3[C:16]([C:8]=2[CH2:7]1)=[CH:15][CH:14]=[CH:13][CH:12]=3)=[O:17]. The catalyst class is: 395.